This data is from Reaction yield outcomes from USPTO patents with 853,638 reactions. The task is: Predict the reaction yield, written as a fraction of the theoretical maximum amount of product (1.0 means a 100% yield; for example, 0.34 means a 34% yield). (1) The product is [O:1]=[C:2]1[CH2:5][N:4]([C:6]([O:8][C:9]([CH3:12])([CH3:11])[CH3:10])=[O:7])[CH2:3]1. The yield is 0.970. The reactants are [OH:1][CH:2]1[CH2:5][N:4]([C:6]([O:8][C:9]([CH3:12])([CH3:11])[CH3:10])=[O:7])[CH2:3]1.[Br-].[K+].C(=O)(O)[O-].[Na+].Cl[O-].[Na+]. The catalyst is C(OCC)(=O)C.O.CC1(C)N([O])C(C)(C)CCC1. (2) The reactants are [CH:1]([C:4]1[N:5]=[C:6]2[CH:11]=[CH:10][CH:9]=[CH:8][N:7]2[C:12]=1I)([CH3:3])[CH3:2].[F:14][C:15]1[CH:16]=[CH:17][C:18]2=[C:19]([CH:35]=1)[O:20][CH2:21][C:22]1[CH:32]=[C:31]([CH:33]=[O:34])[CH:30]=[CH:29][C:23]=1/[C:24]/2=[C:25](/[CH3:28])\[C:26]#[N:27]. No catalyst specified. The product is [F:14][C:15]1[CH:16]=[CH:17][C:18]2=[C:19]([CH:35]=1)[O:20][CH2:21][C:22]1[CH:32]=[C:31]([CH:33]([OH:34])[C:12]3[N:7]4[CH:8]=[CH:9][CH:10]=[CH:11][C:6]4=[N:5][C:4]=3[CH:1]([CH3:3])[CH3:2])[CH:30]=[CH:29][C:23]=1/[C:24]/2=[C:25](/[CH3:28])\[C:26]#[N:27]. The yield is 0.450. (3) The reactants are [Cl-].O[NH3+:3].[C:4](=[O:7])([O-])[OH:5].[Na+].CS(C)=O.[CH2:13]([O:17][C:18]1[CH:23]=[CH:22][C:21]([N:24]2[C:29](=[O:30])[C:28]([CH2:31][C:32]3[CH:37]=[CH:36][C:35]([C:38]4[C:39]([C:44]#[N:45])=[CH:40][CH:41]=[CH:42][CH:43]=4)=[CH:34][CH:33]=3)=[C:27]([CH2:46][CH2:47][CH3:48])[N:26]=[C:25]2[CH3:49])=[CH:20][CH:19]=1)[CH:14]([CH3:16])[CH3:15]. The catalyst is O.C(OCC)(=O)C. The product is [CH2:13]([O:17][C:18]1[CH:19]=[CH:20][C:21]([N:24]2[C:29](=[O:30])[C:28]([CH2:31][C:32]3[CH:33]=[CH:34][C:35]([C:38]4[CH:43]=[CH:42][CH:41]=[CH:40][C:39]=4[C:44]4[NH:3][C:4](=[O:7])[O:5][N:45]=4)=[CH:36][CH:37]=3)=[C:27]([CH2:46][CH2:47][CH3:48])[N:26]=[C:25]2[CH3:49])=[CH:22][CH:23]=1)[CH:14]([CH3:16])[CH3:15]. The yield is 0.400. (4) The reactants are [Br:1]N1C(=O)CCC1=O.[CH2:9]([O:16][C:17]1[CH:22]=[CH:21][CH:20]=[C:19]([O:23][CH2:24][C:25]2[CH:30]=[CH:29][CH:28]=[CH:27][CH:26]=2)[C:18]=1[C:31]([F:34])([F:33])[F:32])[C:10]1[CH:15]=[CH:14][CH:13]=[CH:12][CH:11]=1.O. The catalyst is CN(C)C=O. The product is [CH2:24]([O:23][C:19]1[CH:20]=[CH:21][C:22]([Br:1])=[C:17]([O:16][CH2:9][C:10]2[CH:11]=[CH:12][CH:13]=[CH:14][CH:15]=2)[C:18]=1[C:31]([F:33])([F:32])[F:34])[C:25]1[CH:26]=[CH:27][CH:28]=[CH:29][CH:30]=1. The yield is 0.980. (5) The reactants are [O:1]=[C:2]1[C:11]2[C:6](=[CH:7][CH:8]=[C:9]([C:12]3[CH:19]=[CH:18][C:15]([CH:16]=O)=[CH:14][CH:13]=3)[CH:10]=2)[O:5][C:4]([C:20]2[CH:25]=[CH:24][CH:23]=[CH:22][CH:21]=2)=[CH:3]1.[CH3:26][N:27]1CCC(=C2C3N=CC=CC=3CCC3C=CC=CC2=3)C[CH2:28]1.[CH:48](=O)C1C=CC=CC=1.Cl.N([CH2:59][C:60]([OH:62])=[O:61])C. No catalyst specified. The product is [O:1]=[C:2]1[C:11]2[C:6](=[CH:7][CH:8]=[C:9]([C:12]3[CH:19]=[CH:18][C:15]([CH2:16][N:27]4[CH2:28][CH:59]([C:60]([O:62][CH3:48])=[O:61])[CH2:26]4)=[CH:14][CH:13]=3)[CH:10]=2)[O:5][C:4]([C:20]2[CH:25]=[CH:24][CH:23]=[CH:22][CH:21]=2)=[CH:3]1. The yield is 0.310.